This data is from Merck oncology drug combination screen with 23,052 pairs across 39 cell lines. The task is: Regression. Given two drug SMILES strings and cell line genomic features, predict the synergy score measuring deviation from expected non-interaction effect. (1) Cell line: RKO. Synergy scores: synergy=30.6. Drug 2: CCC1(O)C(=O)OCc2c1cc1n(c2=O)Cc2cc3c(CN(C)C)c(O)ccc3nc2-1. Drug 1: NC(=O)c1cccc2cn(-c3ccc(C4CCCNC4)cc3)nc12. (2) Cell line: SW620. Drug 1: CN1C(=O)C=CC2(C)C3CCC4(C)C(NC(=O)OCC(F)(F)F)CCC4C3CCC12. Synergy scores: synergy=7.35. Drug 2: O=C(CCCCCCC(=O)Nc1ccccc1)NO. (3) Drug 1: CCC1(O)CC2CN(CCc3c([nH]c4ccccc34)C(C(=O)OC)(c3cc4c(cc3OC)N(C)C3C(O)(C(=O)OC)C(OC(C)=O)C5(CC)C=CCN6CCC43C65)C2)C1. Drug 2: Cn1c(=O)n(-c2ccc(C(C)(C)C#N)cc2)c2c3cc(-c4cnc5ccccc5c4)ccc3ncc21. Cell line: NCIH520. Synergy scores: synergy=14.1. (4) Drug 1: CN1C(=O)C=CC2(C)C3CCC4(C)C(NC(=O)OCC(F)(F)F)CCC4C3CCC12. Drug 2: CCN(CC)CCNC(=O)c1c(C)[nH]c(C=C2C(=O)Nc3ccc(F)cc32)c1C. Cell line: ZR751. Synergy scores: synergy=0.781. (5) Drug 1: COc1cc(C2c3cc4c(cc3C(OC3OC5COC(C)OC5C(O)C3O)C3COC(=O)C23)OCO4)cc(OC)c1O. Drug 2: O=C(NOCC(O)CO)c1ccc(F)c(F)c1Nc1ccc(I)cc1F. Cell line: UWB1289BRCA1. Synergy scores: synergy=11.3.